Dataset: Peptide-MHC class I binding affinity with 185,985 pairs from IEDB/IMGT. Task: Regression. Given a peptide amino acid sequence and an MHC pseudo amino acid sequence, predict their binding affinity value. This is MHC class I binding data. (1) The peptide sequence is ILISLINSL. The MHC is HLA-A02:02 with pseudo-sequence HLA-A02:02. The binding affinity (normalized) is 0.932. (2) The peptide sequence is RYMSKTYNF. The MHC is HLA-A80:01 with pseudo-sequence HLA-A80:01. The binding affinity (normalized) is 0.0847. (3) The peptide sequence is VLFKTESGF. The MHC is HLA-B46:01 with pseudo-sequence HLA-B46:01. The binding affinity (normalized) is 0.0847. (4) The peptide sequence is LLFKTSVGV. The MHC is HLA-A02:17 with pseudo-sequence HLA-A02:17. The binding affinity (normalized) is 0.584. (5) The peptide sequence is KTILKALGP. The MHC is HLA-B58:02 with pseudo-sequence HLA-B58:02. The binding affinity (normalized) is 0.0203. (6) The peptide sequence is RQDILDLWIY. The MHC is HLA-B40:02 with pseudo-sequence HLA-B40:02. The binding affinity (normalized) is 0. (7) The MHC is HLA-B53:01 with pseudo-sequence HLA-B53:01. The peptide sequence is SPMVIATTDM. The binding affinity (normalized) is 0.389. (8) The peptide sequence is PSLEYGANY. The MHC is HLA-A68:01 with pseudo-sequence HLA-A68:01. The binding affinity (normalized) is 0.